Dataset: Reaction yield outcomes from USPTO patents with 853,638 reactions. Task: Predict the reaction yield, written as a fraction of the theoretical maximum amount of product (1.0 means a 100% yield; for example, 0.34 means a 34% yield). The reactants are [C:1]([O:5][C:6](=[O:33])[NH:7][C:8]1[CH:13]=[CH:12][C:11]([S:14][C:15]2[CH:20]=[CH:19][C:18]([O:21][CH:22]([C:24]3[CH:29]=[CH:28][CH:27]=[CH:26][CH:25]=3)[CH3:23])=[CH:17][C:16]=2[N+:30]([O-])=O)=[CH:10][CH:9]=1)([CH3:4])([CH3:3])[CH3:2].[Cl-].[NH4+].O1CCCC1.O. The catalyst is CO.[Fe]. The product is [C:1]([O:5][C:6](=[O:33])[NH:7][C:8]1[CH:13]=[CH:12][C:11]([S:14][C:15]2[CH:20]=[CH:19][C:18]([O:21][CH:22]([C:24]3[CH:25]=[CH:26][CH:27]=[CH:28][CH:29]=3)[CH3:23])=[CH:17][C:16]=2[NH2:30])=[CH:10][CH:9]=1)([CH3:2])([CH3:3])[CH3:4]. The yield is 0.320.